This data is from Forward reaction prediction with 1.9M reactions from USPTO patents (1976-2016). The task is: Predict the product of the given reaction. (1) Given the reactants Br[C:2]1[CH:3]=[C:4]2[C:8](=[CH:9][CH:10]=1)[C:7](=[O:11])[NH:6][C:5]2([CH3:13])[CH3:12].B([O-])[O-].Br[C:18]1[N:23]2[N:24]=[CH:25][N:26]=[C:22]2[C:21]([NH:27][C:28]2[CH:33]=[CH:32][C:31]([N:34]3[CH2:39][CH2:38][N:37]([CH:40]([CH3:42])[CH3:41])[CH2:36][CH2:35]3)=[CH:30][CH:29]=2)=[N:20][CH:19]=1, predict the reaction product. The product is: [CH:40]([N:37]1[CH2:36][CH2:35][N:34]([C:31]2[CH:30]=[CH:29][C:28]([NH:27][C:21]3[C:22]4[N:23]([N:24]=[CH:25][N:26]=4)[C:18]([C:2]4[CH:3]=[C:4]5[C:8](=[CH:9][CH:10]=4)[C:7](=[O:11])[NH:6][C:5]5([CH3:13])[CH3:12])=[CH:19][N:20]=3)=[CH:33][CH:32]=2)[CH2:39][CH2:38]1)([CH3:42])[CH3:41]. (2) Given the reactants [CH:1]([O:4][C:5]([N:7]1[CH2:12][CH2:11][CH:10]([O:13][CH2:14][C:15]2[O:19][N:18]=[C:17]([C:20]3[CH:21]=[N:22][C:23](O)=[N:24][CH:25]=3)[N:16]=2)[CH2:9][CH2:8]1)=[O:6])([CH3:3])[CH3:2].CNN(NC)C1C=CC=CC=1.P(Cl)(Cl)([Cl:40])=O, predict the reaction product. The product is: [CH:1]([O:4][C:5]([N:7]1[CH2:12][CH2:11][CH:10]([O:13][CH2:14][C:15]2[O:19][N:18]=[C:17]([C:20]3[CH:21]=[N:22][C:23]([Cl:40])=[N:24][CH:25]=3)[N:16]=2)[CH2:9][CH2:8]1)=[O:6])([CH3:3])[CH3:2]. (3) Given the reactants C[O:2][C:3](=[O:25])[CH2:4][O:5][C:6]1[CH:15]=[CH:14][CH:13]=[C:12]2[C:7]=1[CH:8]=[C:9]([CH2:17][C:18]1[CH:23]=[CH:22][C:21]([Cl:24])=[CH:20][CH:19]=1)[C:10]([CH3:16])=[N:11]2.C(O)C.[OH-].[Li+], predict the reaction product. The product is: [Cl:24][C:21]1[CH:20]=[CH:19][C:18]([CH2:17][C:9]2[C:10]([CH3:16])=[N:11][C:12]3[C:7]([CH:8]=2)=[C:6]([O:5][CH2:4][C:3]([OH:25])=[O:2])[CH:15]=[CH:14][CH:13]=3)=[CH:23][CH:22]=1. (4) Given the reactants [NH2:1][C:2](=[O:34])[CH2:3][O:4][C:5]1[CH:6]=[C:7]2[C:12](=[CH:13][CH:14]=1)[C:11](=[O:15])[N:10]([CH2:16][CH:17]([CH3:19])[CH3:18])[C:9]([CH2:20][NH:21]C(=O)OC(C)(C)C)=[C:8]2[C:29]1[S:30][CH:31]=[CH:32][CH:33]=1.[ClH:35], predict the reaction product. The product is: [ClH:35].[NH2:21][CH2:20][C:9]1[N:10]([CH2:16][CH:17]([CH3:19])[CH3:18])[C:11](=[O:15])[C:12]2[C:7]([C:8]=1[C:29]1[S:30][CH:31]=[CH:32][CH:33]=1)=[CH:6][C:5]([O:4][CH2:3][C:2]([NH2:1])=[O:34])=[CH:14][CH:13]=2. (5) Given the reactants [C:1]([C:4]1[CH:9]=[CH:8][C:7]([NH:10][C:11]([C:13]2[NH:14][CH:15]=[C:16]([C:18]#[N:19])[N:17]=2)=[O:12])=[C:6]([C:20]2[CH2:25][CH2:24][C:23]([CH3:27])([CH3:26])[CH2:22][CH:21]=2)[CH:5]=1)(=[O:3])[CH3:2].C[Mg+].[Br-].CO.[CH:33](Cl)(Cl)Cl, predict the reaction product. The product is: [CH3:26][C:23]1([CH3:27])[CH2:24][CH2:25][C:20]([C:6]2[CH:5]=[C:4]([C:1]([OH:3])([CH3:33])[CH3:2])[CH:9]=[CH:8][C:7]=2[NH:10][C:11]([C:13]2[NH:14][CH:15]=[C:16]([C:18]#[N:19])[N:17]=2)=[O:12])=[CH:21][CH2:22]1.